Task: Predict which catalyst facilitates the given reaction.. Dataset: Catalyst prediction with 721,799 reactions and 888 catalyst types from USPTO Reactant: [Cl:1][CH:2]1[CH2:7][CH:6]2[CH2:8][CH2:9][N:3]1[CH2:4][CH2:5]2.[CH2:10](O)[CH3:11]. Product: [ClH:1].[ClH:1].[N:3]1[CH:2]=[CH:7][CH:6]=[C:10]([CH:11]=[C:2]2[CH2:7][CH:6]3[CH2:8][CH2:9][N:3]2[CH2:4][CH2:5]3)[CH:4]=1. The catalyst class is: 181.